Binary Classification. Given a drug SMILES string, predict its activity (active/inactive) in a high-throughput screening assay against a specified biological target. From a dataset of M1 muscarinic receptor antagonist screen with 61,756 compounds. The molecule is S(CC(=O)c1[nH]c(c(c1C)C(OCC)=O)C)c1oc2c(n1)cccc2. The result is 0 (inactive).